Dataset: Full USPTO retrosynthesis dataset with 1.9M reactions from patents (1976-2016). Task: Predict the reactants needed to synthesize the given product. (1) Given the product [Cl:23][C:10]1[C:11]2[C:6](=[CH:5][CH:4]=[C:3]([O:2][CH3:1])[CH:12]=2)[C:7]([C:14]2[CH:19]=[CH:18][C:17]([CH3:20])=[CH:16][CH:15]=2)=[N:8][N:9]=1, predict the reactants needed to synthesize it. The reactants are: [CH3:1][O:2][C:3]1[CH:12]=[C:11]2[C:6]([C:7]([C:14]3[CH:19]=[CH:18][C:17]([CH3:20])=[CH:16][CH:15]=3)=[N:8][NH:9][C:10]2=O)=[CH:5][CH:4]=1.P(Cl)(Cl)([Cl:23])=O. (2) Given the product [C:9]([CH2:8][C:3]1[CH:4]=[CH:5][CH:6]=[CH:7][C:2]=1[O:1][CH2:12][C:13]([O:15][C:16]([CH3:19])([CH3:18])[CH3:17])=[O:14])#[N:10], predict the reactants needed to synthesize it. The reactants are: [OH:1][C:2]1[CH:7]=[CH:6][CH:5]=[CH:4][C:3]=1[CH2:8][C:9]#[N:10].Br[CH2:12][C:13]([O:15][C:16]([CH3:19])([CH3:18])[CH3:17])=[O:14].CN(C=O)C.C(=O)([O-])[O-].[K+].[K+]. (3) Given the product [ClH:47].[ClH:47].[CH2:1]([O:8][C:9]1[C:10]([NH:16][C:17]2[S:18][C:19]3[C:24]([N:25]=2)=[CH:23][CH:22]=[CH:21][N:20]=3)=[N:11][CH:12]=[C:13]([S:39][C:34]2[CH:35]=[CH:36][CH:37]=[CH:38][N:33]=2)[CH:14]=1)[C:2]1[CH:7]=[CH:6][CH:5]=[CH:4][CH:3]=1, predict the reactants needed to synthesize it. The reactants are: [CH2:1]([O:8][C:9]1[C:10]([NH:16][C:17]2[S:18][C:19]3[C:24]([N:25]=2)=[CH:23][CH:22]=[CH:21][N:20]=3)=[N:11][CH:12]=[C:13](Br)[CH:14]=1)[C:2]1[CH:7]=[CH:6][CH:5]=[CH:4][CH:3]=1.C[Li].C([Li])CCC.[N:33]1[CH:38]=[CH:37][CH:36]=[CH:35][C:34]=1[S:39][S:39][C:34]1[CH:35]=[CH:36][CH:37]=[CH:38][N:33]=1.[ClH:47]. (4) Given the product [Na+:36].[C:32]([CH2:31][CH2:30][NH:29][C:25]1[C:24]([C:16]2[N:15]([CH2:14][C:13]([C:10]3[CH:9]=[CH:8][C:7]([NH:6][S:2](=[O:4])(=[O:3])[O-:5])=[CH:12][CH:11]=3)=[O:34])[C:19]3[CH:20]=[CH:21][CH:22]=[CH:23][C:18]=3[N:17]=2)=[N:28][O:27][N:26]=1)#[N:33], predict the reactants needed to synthesize it. The reactants are: Cl[S:2]([OH:5])(=[O:4])=[O:3].[NH2:6][C:7]1[CH:12]=[CH:11][C:10]([C:13](=[O:34])[CH2:14][N:15]2[C:19]3[CH:20]=[CH:21][CH:22]=[CH:23][C:18]=3[N:17]=[C:16]2[C:24]2[C:25]([NH:29][CH2:30][CH2:31][C:32]#[N:33])=[N:26][O:27][N:28]=2)=[CH:9][CH:8]=1.[OH-].[Na+:36].CC1C=CC(COC(NNC(C2C=NC=CN=2)=O)=O)=CC=1. (5) The reactants are: [N:1]1([C:6]2[CH:14]=[CH:13][C:9]([C:10]([OH:12])=O)=[CH:8][CH:7]=2)[CH:5]=[CH:4][N:3]=[CH:2]1.Cl.C(N=C=NCCCN(C)C)C.[NH2:27][CH:28]1[CH2:33][CH2:32][CH:31]([O:34][C:35](=[O:37])[CH3:36])[CH2:30][CH:29]1[C:38]1[CH:43]=[CH:42][C:41]([O:44][CH3:45])=[C:40]([O:46][CH2:47][CH3:48])[CH:39]=1. Given the product [N:1]1([C:6]2[CH:7]=[CH:8][C:9]([C:10]([NH:27][CH:28]3[CH2:33][CH2:32][CH:31]([O:34][C:35](=[O:37])[CH3:36])[CH2:30][CH:29]3[C:38]3[CH:43]=[CH:42][C:41]([O:44][CH3:45])=[C:40]([O:46][CH2:47][CH3:48])[CH:39]=3)=[O:12])=[CH:13][CH:14]=2)[CH:5]=[CH:4][N:3]=[CH:2]1, predict the reactants needed to synthesize it. (6) Given the product [Cl:1][C:2]1[CH:10]=[C:9]2[C:5]([CH:6]=[C:7]([C:11]([N:18]3[CH2:19][CH2:20][C@H:16]([N:15]([CH3:21])[CH3:14])[CH2:17]3)=[O:13])[NH:8]2)=[CH:4][CH:3]=1, predict the reactants needed to synthesize it. The reactants are: [Cl:1][C:2]1[CH:10]=[C:9]2[C:5]([CH:6]=[C:7]([C:11]([OH:13])=O)[NH:8]2)=[CH:4][CH:3]=1.[CH3:14][N:15]([CH3:21])[C@H:16]1[CH2:20][CH2:19][NH:18][CH2:17]1. (7) Given the product [NH2:36][C:33]1[CH:34]=[CH:35][C:30]([CH2:29][CH2:28][CH2:27][CH:26]([N:37]([CH2:59][C:58]([OH:57])=[O:60])[CH2:38][C:39]([OH:41])=[O:40])[CH2:25][N:11]2[CH2:10][CH2:9][N:8]([CH2:7][C:6]([OH:53])=[O:5])[CH2:16][CH2:15][N:14]([CH2:17][C:18]([OH:20])=[O:19])[CH2:13][CH2:12]2)=[CH:31][CH:32]=1, predict the reactants needed to synthesize it. The reactants are: C([O:5][C:6](=[O:53])[CH2:7][N:8]1[CH2:16][CH2:15][N:14]([CH2:17][C:18]([O:20]C(C)(C)C)=[O:19])[CH2:13][CH2:12][N:11]([CH2:25][CH:26]([NH:37][CH:38](C(OC(C)(C)C)=O)[C:39]([O:41]C(C)(C)C)=[O:40])[CH2:27][CH2:28][CH2:29][C:30]2[CH:35]=[CH:34][C:33]([NH2:36])=[CH:32][CH:31]=2)[CH2:10][CH2:9]1)(C)(C)C.Cl.CC[O:57][CH2:58][CH3:59].[O:60]1CCOCC1.